Dataset: Catalyst prediction with 721,799 reactions and 888 catalyst types from USPTO. Task: Predict which catalyst facilitates the given reaction. Reactant: C([N:8]1[CH2:13][CH2:12][N:11]([C:14]2[CH:19]=[C:18]([CH:20]3[N:24]([C:25]4[CH:30]=[CH:29][C:28]([F:31])=[CH:27][C:26]=4[F:32])[N:23]=[C:22]([C:33]([F:39])([F:38])[C:34]([F:37])([F:36])[F:35])[CH2:21]3)[CH:17]=[CH:16][N:15]=2)[CH2:10][CH2:9]1)(OC(C)(C)C)=O.[ClH:40]. Product: [ClH:40].[F:32][C:26]1[CH:27]=[C:28]([F:31])[CH:29]=[CH:30][C:25]=1[N:24]1[CH:20]([C:18]2[CH:17]=[CH:16][N:15]=[C:14]([N:11]3[CH2:10][CH2:9][NH:8][CH2:13][CH2:12]3)[CH:19]=2)[CH2:21][C:22]([C:33]([F:39])([F:38])[C:34]([F:35])([F:36])[F:37])=[N:23]1. The catalyst class is: 13.